From a dataset of Peptide-MHC class II binding affinity with 134,281 pairs from IEDB. Regression. Given a peptide amino acid sequence and an MHC pseudo amino acid sequence, predict their binding affinity value. This is MHC class II binding data. (1) The peptide sequence is TVWAQSADFPQFKPE. The MHC is HLA-DQA10104-DQB10503 with pseudo-sequence HLA-DQA10104-DQB10503. The binding affinity (normalized) is 0.314. (2) The peptide sequence is KHLAVLVKYEGDTMA. The MHC is HLA-DQA10401-DQB10402 with pseudo-sequence HLA-DQA10401-DQB10402. The binding affinity (normalized) is 0.240. (3) The peptide sequence is KYMVIQGEPGRVIRG. The MHC is HLA-DQA10201-DQB10202 with pseudo-sequence HLA-DQA10201-DQB10202. The binding affinity (normalized) is 0.131. (4) The peptide sequence is KTLNDETKKQVNLMG. The MHC is DRB1_0301 with pseudo-sequence DRB1_0301. The binding affinity (normalized) is 0. (5) The peptide sequence is ADEEQQQALSSQMGF. The MHC is HLA-DPA10103-DPB10401 with pseudo-sequence HLA-DPA10103-DPB10401. The binding affinity (normalized) is 0.